Dataset: Catalyst prediction with 721,799 reactions and 888 catalyst types from USPTO. Task: Predict which catalyst facilitates the given reaction. (1) Reactant: [CH3:1][O:2][C:3]1[CH:4]=[C:5]([NH:11][C:12]2[N:17]=[C:16]([N:18]3[C:22]([CH3:23])=[CH:21][C:20]([C:24]([F:27])([F:26])[F:25])=[N:19]3)[C:15]([C:28]3[CH:29]=[C:30]([C:36](O)=[O:37])[C:31]([O:34][CH3:35])=[N:32][CH:33]=3)=[CH:14][N:13]=2)[CH:6]=[C:7]([O:9][CH3:10])[CH:8]=1.[CH3:39][N:40]1[C:44]([CH3:45])=[C:43]([S:46]([NH2:49])(=[O:48])=[O:47])[C:42]([CH3:50])=[N:41]1.C(N(CC)CC)C.[I-].ClC1C=CC=C[N+]=1C. Product: [CH3:1][O:2][C:3]1[CH:4]=[C:5]([NH:11][C:12]2[N:17]=[C:16]([N:18]3[C:22]([CH3:23])=[CH:21][C:20]([C:24]([F:25])([F:26])[F:27])=[N:19]3)[C:15]([C:28]3[CH:29]=[C:30]([C:36]([NH:49][S:46]([C:43]4[C:42]([CH3:50])=[N:41][N:40]([CH3:39])[C:44]=4[CH3:45])(=[O:47])=[O:48])=[O:37])[C:31]([O:34][CH3:35])=[N:32][CH:33]=3)=[CH:14][N:13]=2)[CH:6]=[C:7]([O:9][CH3:10])[CH:8]=1. The catalyst class is: 172. (2) Reactant: [CH:1]1[CH:6]=[CH:5][C:4]([CH2:7][N:8]2[C:17](O)([C:18]3[CH:23]=[CH:22][C:21]([Cl:24])=[CH:20][CH:19]=3)[C:16]3[C:11](=[CH:12][CH:13]=[CH:14][CH:15]=3)[C:9]2=[O:10])=[CH:3][CH:2]=1.S(Cl)([Cl:28])=O. Product: [Cl:28][C:17]1([C:18]2[CH:19]=[CH:20][C:21]([Cl:24])=[CH:22][CH:23]=2)[C:16]2[C:11](=[CH:12][CH:13]=[CH:14][CH:15]=2)[C:9](=[O:10])[N:8]1[CH2:7][C:4]1[CH:3]=[CH:2][CH:1]=[CH:6][CH:5]=1. The catalyst class is: 3. (3) Reactant: [NH2:1][C:2]1[CH:7]=[CH:6][N:5]=[C:4]([Cl:8])[CH:3]=1.C(N(CC)CC)C.[Cl-].ClC1N(C)CC[NH+]1C.[CH3:25][O:26][C:27]1[C:28](=[O:51])[C:29]([CH3:50])=[C:30]([CH2:36][C:37]2[CH:38]=[CH:39][C:40]([O:46][C:47](=[O:49])[CH3:48])=[C:41]([CH:45]=2)[C:42](O)=[O:43])[C:31](=[O:35])[C:32]=1[O:33][CH3:34]. Product: [Cl:8][C:4]1[CH:3]=[C:2]([NH:1][C:42](=[O:43])[C:41]2[CH:45]=[C:37]([CH2:36][C:30]3[C:31](=[O:35])[C:32]([O:33][CH3:34])=[C:27]([O:26][CH3:25])[C:28](=[O:51])[C:29]=3[CH3:50])[CH:38]=[CH:39][C:40]=2[O:46][C:47](=[O:49])[CH3:48])[CH:7]=[CH:6][N:5]=1. The catalyst class is: 2. (4) Reactant: Cl.[CH:2]1([CH:5]2[CH2:10][S:9](=[O:12])(=[O:11])[CH2:8][CH2:7][NH:6]2)[CH2:4][CH2:3]1.C([O-])(O)=O.[Na+]. Product: [CH:2]1([CH:5]2[CH2:10][S:9](=[O:11])(=[O:12])[CH2:8][CH2:7][NH:6]2)[CH2:4][CH2:3]1. The catalyst class is: 25. (5) Reactant: I[C:2]1[CH:14]=[CH:13][C:5]2[C:6](=[O:12])[CH2:7][CH2:8][C:9](=[O:11])[NH:10][C:4]=2[CH:3]=1.[F-].[K+].[Sn](C)(C)(C)[CH3:18].CCOC(C)=O. Product: [CH3:18][C:2]1[CH:14]=[CH:13][C:5]2[C:6](=[O:12])[CH2:7][CH2:8][C:9](=[O:11])[NH:10][C:4]=2[CH:3]=1. The catalyst class is: 555. (6) Reactant: BrC1C=C([C:9]2[CH:14]=[CH:13][C:12]([N:15]([C:22]3[C:31]4[C:26](=CC=CC=4)[CH:25]=[CH:24][CH:23]=3)[C:16]3[CH:21]=[CH:20][CH:19]=[CH:18][CH:17]=3)=[CH:11][CH:10]=2)C=C(Br)C=1.[C:32]1([NH:42][C:43]2[CH:48]=[CH:47][CH:46]=[CH:45][CH:44]=2)[C:41]2[C:36](=[CH:37][CH:38]=[CH:39][CH:40]=2)[CH:35]=[CH:34][CH:33]=1.C1(P(C2C=CC=CC=2)[C:72]2[CH:73]=[CH:74][C:75]3[C:70](=[CH:69][CH:68]=[CH:67][CH:66]=3)[C:71]=2[C:66]2[C:75]3[C:70](=[CH:71][CH:72]=[CH:73][CH:74]=3)[CH:69]=[CH:68][C:67]=2P(C2C=CC=CC=2)C2C=CC=CC=2)C=CC=CC=1. Product: [C:32]1([N:42]([C:43]2[CH:48]=[CH:47][CH:46]=[CH:45][CH:44]=2)[C:24]2[CH:25]=[C:26]([C:19]3[CH:20]=[CH:21][C:16]([N:15]([C:66]4[C:75]5[C:70](=[CH:71][CH:72]=[CH:73][CH:74]=5)[CH:69]=[CH:68][CH:67]=4)[C:12]4[CH:13]=[CH:14][CH:9]=[CH:10][CH:11]=4)=[CH:17][CH:18]=3)[CH:31]=[C:22]([N:15]([C:12]3[CH:13]=[CH:14][CH:9]=[CH:10][CH:11]=3)[C:16]3[CH:21]=[CH:20][CH:19]=[CH:18][CH:17]=3)[CH:23]=2)[C:41]2[C:36](=[CH:37][CH:38]=[CH:39][CH:40]=2)[CH:35]=[CH:34][CH:33]=1. The catalyst class is: 222. (7) Reactant: [CH3:1][C:2]1[N:7]=[C:6]([OH:8])[C:5]([C:9]2[CH2:18][CH2:17][C:12]3([O:16][CH2:15][CH2:14][O:13]3)[CH2:11][CH:10]=2)=[CH:4][N:3]=1. Product: [CH3:1][C:2]1[N:7]=[C:6]([OH:8])[C:5]([CH:9]2[CH2:18][CH2:17][C:12]3([O:13][CH2:14][CH2:15][O:16]3)[CH2:11][CH2:10]2)=[CH:4][N:3]=1. The catalyst class is: 19. (8) Reactant: [Na].[C:2]([O:8][CH2:9][CH3:10])(=[O:7])[CH2:3]C(C)=O.[O-]CC.[Na+].Br[C:16]1[S:17][CH:18]=[CH:19][C:20]=1[C:21]([OH:23])=[O:22]. Product: [CH2:9]([O:8][C:2](=[O:7])[CH2:3][C:16]1[S:17][CH:18]=[CH:19][C:20]=1[C:21]([OH:23])=[O:22])[CH3:10]. The catalyst class is: 536.